From a dataset of NCI-60 drug combinations with 297,098 pairs across 59 cell lines. Regression. Given two drug SMILES strings and cell line genomic features, predict the synergy score measuring deviation from expected non-interaction effect. Drug 1: C1=NC2=C(N=C(N=C2N1C3C(C(C(O3)CO)O)O)F)N. Drug 2: C(CC(=O)O)C(=O)CN.Cl. Cell line: T-47D. Synergy scores: CSS=0.144, Synergy_ZIP=2.42, Synergy_Bliss=6.15, Synergy_Loewe=-0.403, Synergy_HSA=-0.267.